From a dataset of Catalyst prediction with 721,799 reactions and 888 catalyst types from USPTO. Predict which catalyst facilitates the given reaction. (1) Reactant: COC[O:4][C:5]1[C:9](/[CH:10]=[CH:11]/[C:12]2[N:13]=[C:14]([N:18]3[CH2:23][CH2:22][O:21][CH2:20][CH2:19]3)[S:15][C:16]=2[CH3:17])=[CH:8][N:7]([C:24]2[CH:29]=[CH:28][CH:27]=[CH:26][CH:25]=2)[N:6]=1.[ClH:30]. Product: [ClH:30].[CH3:17][C:16]1[S:15][C:14]([N:18]2[CH2:23][CH2:22][O:21][CH2:20][CH2:19]2)=[N:13][C:12]=1/[CH:11]=[CH:10]/[C:9]1[C:5]([OH:4])=[N:6][N:7]([C:24]2[CH:29]=[CH:28][CH:27]=[CH:26][CH:25]=2)[CH:8]=1. The catalyst class is: 5. (2) Reactant: Cl.[C:2]1([C:8]2[CH:9]=[C:10]3[C:14](=[C:15]([C:17]([NH2:19])=[O:18])[CH:16]=2)[NH:13][N:12]=[C:11]3[CH:20]2[CH2:25][CH2:24][NH:23][CH2:22][CH2:21]2)[CH:7]=[CH:6][CH:5]=[CH:4][CH:3]=1.[F:26][C:27]1[CH:32]=[CH:31][C:30]([S:33](Cl)(=[O:35])=[O:34])=[CH:29][CH:28]=1.C(N(CC)CC)C. Product: [F:26][C:27]1[CH:32]=[CH:31][C:30]([S:33]([N:23]2[CH2:24][CH2:25][CH:20]([C:11]3[C:10]4[C:14](=[C:15]([C:17]([NH2:19])=[O:18])[CH:16]=[C:8]([C:2]5[CH:3]=[CH:4][CH:5]=[CH:6][CH:7]=5)[CH:9]=4)[NH:13][N:12]=3)[CH2:21][CH2:22]2)(=[O:35])=[O:34])=[CH:29][CH:28]=1. The catalyst class is: 241. (3) Reactant: [CH2:1]([O:3][C:4]([C:6]1[C:7]([OH:26])=[C:8]2[C:14]([Br:15])=[C:13]([Br:16])[N:12]([CH2:17][C:18]3[CH:23]=[CH:22][CH:21]=[CH:20][C:19]=3[O:24][CH3:25])[C:9]2=[CH:10][N:11]=1)=[O:5])[CH3:2].C1C(=O)N([Br:34])C(=O)C1.C(OOC(C1C=CC=CC=1)=O)(C1C=CC=CC=1)=O. Product: [CH2:1]([O:3][C:4]([C:6]1[C:7]([OH:26])=[C:8]2[C:14]([Br:15])=[C:13]([Br:16])[N:12]([CH2:17][C:18]3[CH:23]=[CH:22][CH:21]=[CH:20][C:19]=3[O:24][CH3:25])[C:9]2=[C:10]([Br:34])[N:11]=1)=[O:5])[CH3:2]. The catalyst class is: 53. (4) Reactant: [NH2:1][C:2]1[CH:18]=[CH:17][C:5]([O:6][C:7]2[CH:16]=[CH:15][C:10]3[B:11]([OH:14])[O:12][CH2:13][C:9]=3[CH:8]=2)=[CH:4][CH:3]=1.CCN(CC)CC.[CH3:26][S:27](Cl)(=[O:29])=[O:28]. Product: [OH:14][B:11]1[C:10]2[CH:15]=[CH:16][C:7]([O:6][C:5]3[CH:17]=[CH:18][C:2]([NH:1][S:27]([CH3:26])(=[O:29])=[O:28])=[CH:3][CH:4]=3)=[CH:8][C:9]=2[CH2:13][O:12]1. The catalyst class is: 2. (5) Reactant: [C:1]([N:4]([CH2:22][C@@H:23]1[O:27][C:26](=[O:28])[N:25]([C:29]2[CH:34]=[CH:33][C:32]([N:35]3[CH2:42][C:41]4[C:37](=[N:38][N:39]([CH3:43])[CH:40]=4)[CH2:36]3)=[C:31]([F:44])[CH:30]=2)[CH2:24]1)[C:5]([O:7][CH2:8][O:9][C:10](=[O:21])[CH2:11][N:12](C(OC(C)(C)C)=O)[CH3:13])=[O:6])(=[O:3])[CH3:2].Cl.CCOCC. Product: [C:1]([N:4]([CH2:22][C@@H:23]1[O:27][C:26](=[O:28])[N:25]([C:29]2[CH:34]=[CH:33][C:32]([N:35]3[CH2:42][C:41]4[C:37](=[N:38][N:39]([CH3:43])[CH:40]=4)[CH2:36]3)=[C:31]([F:44])[CH:30]=2)[CH2:24]1)[C:5]([O:7][CH2:8][O:9][C:10](=[O:21])[CH2:11][NH:12][CH3:13])=[O:6])(=[O:3])[CH3:2]. The catalyst class is: 2. (6) Product: [C:18]([N:5]1[C:6]2[C:11](=[CH:10][C:9]([N:12]3[CH2:13][CH2:14][O:15][CH2:16][CH2:17]3)=[CH:8][CH:7]=2)[C@H:2]([NH:1][C:24]2[CH:31]=[CH:30][C:27]([C:28]#[N:29])=[CH:26][N:25]=2)[C@@H:3]([CH3:22])[C@@H:4]1[CH3:21])(=[O:20])[CH3:19]. The catalyst class is: 60. Reactant: [NH2:1][C@H:2]1[C:11]2[C:6](=[CH:7][CH:8]=[C:9]([N:12]3[CH2:17][CH2:16][O:15][CH2:14][CH2:13]3)[CH:10]=2)[N:5]([C:18](=[O:20])[CH3:19])[C@@H:4]([CH3:21])[C@@H:3]1[CH3:22].Cl[C:24]1[CH:31]=[CH:30][C:27]([C:28]#[N:29])=[CH:26][N:25]=1.CCN(C(C)C)C(C)C.